Dataset: Full USPTO retrosynthesis dataset with 1.9M reactions from patents (1976-2016). Task: Predict the reactants needed to synthesize the given product. (1) Given the product [O:43]([CH2:42][C:40]1[S:41][C:34]2[C:33](=[O:50])[NH:32][CH2:38][CH2:37][CH2:36][C:35]=2[N:39]=1)[C:44]1[CH:49]=[CH:48][CH:47]=[CH:46][CH:45]=1, predict the reactants needed to synthesize it. The reactants are: [N+]([O-])([O-])=O.[Ce+4].[NH4+].[N+]([O-])([O-])=O.[N+]([O-])([O-])=O.[N+]([O-])([O-])=O.[N+]([O-])([O-])=O.COC1C=CC(C[N:32]2[CH2:38][CH2:37][CH2:36][C:35]3[N:39]=[C:40]([CH2:42][O:43][C:44]4[CH:49]=[CH:48][CH:47]=[CH:46][CH:45]=4)[S:41][C:34]=3[C:33]2=[O:50])=CC=1. (2) Given the product [CH3:34][O:35][C:36](=[O:49])[CH2:37][C:38]1[CH:43]=[CH:42][C:41]([CH3:44])=[C:40]([S:45]([N:13]2[CH2:12][CH2:11][C:8]3([N:7]([CH2:16][CH2:17][C:18]4[CH:23]=[CH:22][C:21]([O:24][CH3:25])=[CH:20][CH:19]=4)[C:6](=[O:26])[N:5]([CH2:1][CH:2]([CH3:3])[CH3:4])[C:9]3=[O:10])[CH2:15][CH2:14]2)(=[O:46])=[O:47])[CH:39]=1, predict the reactants needed to synthesize it. The reactants are: [CH2:1]([N:5]1[C:9](=[O:10])[C:8]2([CH2:15][CH2:14][NH:13][CH2:12][CH2:11]2)[N:7]([CH2:16][CH2:17][C:18]2[CH:23]=[CH:22][C:21]([O:24][CH3:25])=[CH:20][CH:19]=2)[C:6]1=[O:26])[CH:2]([CH3:4])[CH3:3].C(N(CC)CC)C.[CH3:34][O:35][C:36](=[O:49])[CH2:37][C:38]1[CH:43]=[CH:42][C:41]([CH3:44])=[C:40]([S:45](Cl)(=[O:47])=[O:46])[CH:39]=1. (3) Given the product [CH2:8]([C:3]1[CH:4]=[CH:5][CH:6]=[CH:7][C:2]=1[CH2:12][C@H:13]([OH:14])[CH3:16])[CH3:9], predict the reactants needed to synthesize it. The reactants are: Br[C:2]1[CH:7]=[CH:6][CH:5]=[CH:4][C:3]=1[CH2:8][CH3:9].N#N.[CH3:12][CH2:13][OH:14].[Li][CH:16](CC)C.C1CCCCC1.B(F)(F)F.C(OCC)C.